From a dataset of Forward reaction prediction with 1.9M reactions from USPTO patents (1976-2016). Predict the product of the given reaction. (1) Given the reactants C1C2C(COC([N:18]3[CH2:23][C@H:22]([NH:24][C:25]([O:27][C:28]([CH3:31])([CH3:30])[CH3:29])=[O:26])[CH2:21][C@@H:20]([C:32]([OH:34])=O)[CH2:19]3)=O)C3C(=CC=CC=3)C=2C=CC=1.CN(C(ON1N=NC2C=CC(=CC1=2)Cl)=[N+](C)C)C.F[P-](F)(F)(F)(F)F.C(N(C(C)C)C(C)C)C.[CH:69]1([NH:72][CH2:73][C:74]2[C:82]3[C:77](=[CH:78][CH:79]=[CH:80][CH:81]=3)[N:76]([CH2:83][CH2:84][CH2:85][O:86][CH3:87])[CH:75]=2)[CH2:71][CH2:70]1, predict the reaction product. The product is: [C:28]([O:27][C:25](=[O:26])[NH:24][C@@H:22]1[CH2:21][C@@H:20]([C:32](=[O:34])[N:72]([CH:69]2[CH2:71][CH2:70]2)[CH2:73][C:74]2[C:82]3[C:77](=[CH:78][CH:79]=[CH:80][CH:81]=3)[N:76]([CH2:83][CH2:84][CH2:85][O:86][CH3:87])[CH:75]=2)[CH2:19][NH:18][CH2:23]1)([CH3:29])([CH3:30])[CH3:31]. (2) Given the reactants [CH:1]1([NH2:7])[CH2:6][CH2:5][CH2:4][CH2:3][CH2:2]1.[CH3:8][O:9][C:10]1[CH:11]=[C:12]([NH:22][C:23]2[S:24][C:25]([CH:28]=O)=[CH:26][N:27]=2)[CH:13]=[CH:14][C:15]=1[N:16]1[CH:20]=[C:19]([CH3:21])[N:18]=[CH:17]1.O1CCCC1.CO, predict the reaction product. The product is: [CH:1]1([NH:7][CH2:28][C:25]2[S:24][C:23]([NH:22][C:12]3[CH:13]=[CH:14][C:15]([N:16]4[CH:20]=[C:19]([CH3:21])[N:18]=[CH:17]4)=[C:10]([O:9][CH3:8])[CH:11]=3)=[N:27][CH:26]=2)[CH2:6][CH2:5][CH2:4][CH2:3][CH2:2]1. (3) Given the reactants Br[C:2]1[CH:3]=[CH:4][C:5]([O:8][CH:9]([CH3:11])[CH3:10])=[N:6][CH:7]=1.C([Li])CCC.B(OC)(OC)[O:18]C.C(OO)(=O)C.S(=O)(O)[O-].[Na+], predict the reaction product. The product is: [CH:9]([O:8][C:5]1[N:6]=[CH:7][C:2]([OH:18])=[CH:3][CH:4]=1)([CH3:11])[CH3:10]. (4) Given the reactants [Cl:1][CH2:2][C:3](=[CH2:36])[CH2:4][O:5][C:6]1[CH:35]=[CH:34][C:9]([CH2:10][NH:11][C:12]2[N:17]=[C:16]([O:18][CH2:19][C:20]([F:23])([F:22])[F:21])[N:15]=[C:14]([NH:24][C:25]3[CH:33]=[CH:32][C:28]([C:29](O)=[O:30])=[CH:27][CH:26]=3)[N:13]=2)=[CH:8][CH:7]=1.CN(C(ON1N=NC2C=CC=CC1=2)=[N+](C)C)C.[B-](F)(F)(F)F.[C:59]([O:63][C:64](=[O:72])[NH:65][CH2:66][C:67]([CH3:71])([CH3:70])[CH2:68][NH2:69])([CH3:62])([CH3:61])[CH3:60].CCN(C(C)C)C(C)C, predict the reaction product. The product is: [Cl:1][CH2:2][C:3](=[CH2:36])[CH2:4][O:5][C:6]1[CH:35]=[CH:34][C:9]([CH2:10][NH:11][C:12]2[N:17]=[C:16]([O:18][CH2:19][C:20]([F:23])([F:21])[F:22])[N:15]=[C:14]([NH:24][C:25]3[CH:26]=[CH:27][C:28]([C:29]([NH:69][CH2:68][C:67]([CH3:71])([CH3:70])[CH2:66][NH:65][C:64](=[O:72])[O:63][C:59]([CH3:61])([CH3:60])[CH3:62])=[O:30])=[CH:32][CH:33]=3)[N:13]=2)=[CH:8][CH:7]=1. (5) Given the reactants [O:1]1[C:9]2[C:4](=[N:5][CH:6]=[CH:7][CH:8]=2)[NH:3][C:2]1=[O:10].N([CH2:14][CH2:15][CH2:16][CH2:17][CH2:18][CH2:19][CH3:20])=C=O, predict the reaction product. The product is: [O:10]=[C:2]1[NH:3][C:4]2=[N:5][CH:6]=[CH:7][CH:8]=[C:9]2[O:1]1.[CH3:20][CH2:19][CH:18]([C:2]([NH2:3])=[O:1])[CH2:17][CH2:16][CH2:15][CH3:14]. (6) Given the reactants C([O:3][C:4](=[O:34])[CH2:5][CH:6]1[S:10][C:9]([C:11]2[NH:12][C:13]3[C:18]([CH:19]=2)=[CH:17][C:16]([O:20][C:21]([F:24])([F:23])[F:22])=[CH:15][C:14]=3[NH:25][S:26]([C:29]2[S:30][CH:31]=[CH:32][CH:33]=2)(=[O:28])=[O:27])=[N:8][CH2:7]1)C.[OH-].[Na+].O1CCCC1.C(O)(=O)CC(CC(O)=O)(C(O)=O)O, predict the reaction product. The product is: [S:30]1[CH:31]=[CH:32][CH:33]=[C:29]1[S:26]([NH:25][C:14]1[CH:15]=[C:16]([O:20][C:21]([F:22])([F:24])[F:23])[CH:17]=[C:18]2[C:13]=1[NH:12][C:11]([C:9]1[S:10][CH:6]([CH2:5][C:4]([OH:34])=[O:3])[CH2:7][N:8]=1)=[CH:19]2)(=[O:27])=[O:28]. (7) Given the reactants Cl[C:2]1[N:7]=[C:6]([NH:8][C:9]2[CH:14]=[CH:13][C:12]([O:15][CH3:16])=[CH:11][C:10]=2[N:17]2[CH:21]=[CH:20][CH:19]=[N:18]2)[C:5]([Cl:22])=[CH:4][N:3]=1.[NH2:23][C:24]1[C:37]([O:38][CH3:39])=[CH:36][C:27]2[N:28]([CH2:34][CH3:35])[C:29](=[O:33])[CH2:30][CH2:31][CH2:32][C:26]=2[CH:25]=1, predict the reaction product. The product is: [Cl:22][C:5]1[C:6]([NH:8][C:9]2[CH:14]=[CH:13][C:12]([O:15][CH3:16])=[CH:11][C:10]=2[N:17]2[CH:21]=[CH:20][CH:19]=[N:18]2)=[N:7][C:2]([NH:23][C:24]2[C:37]([O:38][CH3:39])=[CH:36][C:27]3[N:28]([CH2:34][CH3:35])[C:29](=[O:33])[CH2:30][CH2:31][CH2:32][C:26]=3[CH:25]=2)=[N:3][CH:4]=1.